From a dataset of Peptide-MHC class I binding affinity with 185,985 pairs from IEDB/IMGT. Regression. Given a peptide amino acid sequence and an MHC pseudo amino acid sequence, predict their binding affinity value. This is MHC class I binding data. (1) The peptide sequence is SIFFDYMAI. The MHC is HLA-B58:01 with pseudo-sequence HLA-B58:01. The binding affinity (normalized) is 0.213. (2) The peptide sequence is GSSEVCDHRL. The MHC is HLA-B57:01 with pseudo-sequence HLA-B57:01. The binding affinity (normalized) is 0.0488. (3) The peptide sequence is SPKTPDYPL. The MHC is HLA-B53:01 with pseudo-sequence HLA-B53:01. The binding affinity (normalized) is 0.565. (4) The peptide sequence is TLAQSLIDV. The MHC is HLA-A02:03 with pseudo-sequence HLA-A02:03. The binding affinity (normalized) is 0.936. (5) The peptide sequence is YPLHEQHGM. The MHC is HLA-B07:02 with pseudo-sequence HLA-B07:02. The binding affinity (normalized) is 0.386. (6) The peptide sequence is DTLLFFLAL. The binding affinity (normalized) is 0.356. The MHC is HLA-B15:01 with pseudo-sequence HLA-B15:01.